From a dataset of Reaction yield outcomes from USPTO patents with 853,638 reactions. Predict the reaction yield, written as a fraction of the theoretical maximum amount of product (1.0 means a 100% yield; for example, 0.34 means a 34% yield). (1) The reactants are [NH2:1][C@H:2]([C:18]([O:20][CH2:21][C:22]1[CH:27]=[CH:26][CH:25]=[CH:24][CH:23]=1)=[O:19])[CH2:3][CH2:4][CH2:5][CH2:6][NH:7][C:8]([O:10][CH2:11][C:12]1[CH:17]=[CH:16][CH:15]=[CH:14][CH:13]=1)=[O:9].Cl.CCN(CC)CC.[NH:36]([C:53]([O:55][C:56]([CH3:59])([CH3:58])[CH3:57])=[O:54])[C@H:37]([C:42]([NH:44][C@H:45]([C:50](O)=[O:51])[CH2:46][CH:47]([CH3:49])[CH3:48])=[O:43])[CH2:38][CH:39]([CH3:41])[CH3:40].C1C=CC2N(O)N=NC=2C=1.C1CCC(N=C=NC2CCCCC2)CC1. The catalyst is CN(C=O)C.C(O)(=O)C. The product is [NH:36]([C:53]([O:55][C:56]([CH3:59])([CH3:58])[CH3:57])=[O:54])[C@H:37]([C:42]([NH:44][C@H:45]([C:50]([NH:1][C@H:2]([C:18]([O:20][CH2:21][C:22]1[CH:27]=[CH:26][CH:25]=[CH:24][CH:23]=1)=[O:19])[CH2:3][CH2:4][CH2:5][CH2:6][NH:7][C:8]([O:10][CH2:11][C:12]1[CH:13]=[CH:14][CH:15]=[CH:16][CH:17]=1)=[O:9])=[O:51])[CH2:46][CH:47]([CH3:48])[CH3:49])=[O:43])[CH2:38][CH:39]([CH3:41])[CH3:40]. The yield is 0.934. (2) The reactants are C(OC(=O)[NH:7][C:8]([CH3:41])([CH3:40])[CH2:9][C:10]([N:12]1[CH2:17][CH2:16][CH:15]([C:18]2[CH:23]=[CH:22][C:21]([NH:24][C:25]([C:27]3[NH:28][CH:29]=[C:30]([C:32]#[N:33])[N:31]=3)=[O:26])=[C:20]([C:34]3[CH2:39][CH2:38][CH2:37][CH2:36][CH:35]=3)[CH:19]=2)[CH2:14][CH2:13]1)=[O:11])(C)(C)C.CCO.[C:46]([OH:52])([C:48]([F:51])([F:50])[F:49])=[O:47]. The catalyst is C(Cl)Cl.C(O)CC. The product is [F:49][C:48]([F:51])([F:50])[C:46]([OH:52])=[O:47].[NH2:7][C:8]([CH3:41])([CH3:40])[CH2:9][C:10]([N:12]1[CH2:17][CH2:16][CH:15]([C:18]2[CH:23]=[CH:22][C:21]([NH:24][C:25]([C:27]3[NH:28][CH:29]=[C:30]([C:32]#[N:33])[N:31]=3)=[O:26])=[C:20]([C:34]3[CH2:39][CH2:38][CH2:37][CH2:36][CH:35]=3)[CH:19]=2)[CH2:14][CH2:13]1)=[O:11]. The yield is 0.990.